Dataset: Full USPTO retrosynthesis dataset with 1.9M reactions from patents (1976-2016). Task: Predict the reactants needed to synthesize the given product. (1) Given the product [CH:1]1([NH:4][C:5]2[C:10]([C:11]([N:21]([O:22][CH3:23])[CH3:20])=[O:13])=[CH:9][N:8]=[C:7]3[N:14]([CH2:17][CH3:18])[N:15]=[CH:16][C:6]=23)[CH2:2][CH2:3]1, predict the reactants needed to synthesize it. The reactants are: [CH:1]1([NH:4][C:5]2[C:10]([C:11]([OH:13])=O)=[CH:9][N:8]=[C:7]3[N:14]([CH2:17][CH3:18])[N:15]=[CH:16][C:6]=23)[CH2:3][CH2:2]1.Cl.[CH3:20][NH:21][O:22][CH3:23].OC1C2N=NNC=2C=CC=1.CN1CCOCC1.Cl.CN(C)CCCN=C=NCC. (2) The reactants are: [F:1][C:2]([F:12])([F:11])[C:3]1[CH:10]=[CH:9][C:6]([CH:7]=O)=[CH:5][CH:4]=1.[CH3:13][C:14]1([CH3:22])[O:21][C:19](=[O:20])[CH2:18][C:16](=[O:17])[O:15]1.N1CCCC1C(O)=O.[CH3:31][S:32][CH2:33][C:34]1[CH:35]=[CH:36][CH:37]=[C:38]2[C:42]=1[NH:41][CH:40]=[CH:39]2. Given the product [CH3:13][C:14]1([CH3:22])[O:21][C:19](=[O:20])[CH:18]([CH:7]([C:39]2[C:38]3[C:42](=[C:34]([CH2:33][S:32][CH3:31])[CH:35]=[CH:36][CH:37]=3)[NH:41][CH:40]=2)[C:6]2[CH:9]=[CH:10][C:3]([C:2]([F:12])([F:11])[F:1])=[CH:4][CH:5]=2)[C:16](=[O:17])[O:15]1, predict the reactants needed to synthesize it.